From a dataset of Catalyst prediction with 721,799 reactions and 888 catalyst types from USPTO. Predict which catalyst facilitates the given reaction. Reactant: [C:1]([C:5]1[CH:6]=[C:7]2[C:12](=[C:13]([F:15])[CH:14]=1)[C:11](=[O:16])[NH:10][N:9]=[CH:8]2)([CH3:4])([CH3:3])[CH3:2].[Cl:17][C:18]1[CH:25]=[CH:24][CH:23]=[C:22](F)[C:19]=1[CH:20]=[O:21].C(=O)([O-])[O-].[Cs+].[Cs+].C(O[Si](C)(C)C)C. Product: [C:1]([C:5]1[CH:6]=[C:7]2[C:12](=[C:13]([F:15])[CH:14]=1)[C:11](=[O:16])[N:10]([C:22]1[CH:23]=[CH:24][CH:25]=[C:18]([Cl:17])[C:19]=1[CH:20]=[O:21])[N:9]=[CH:8]2)([CH3:4])([CH3:2])[CH3:3]. The catalyst class is: 3.